Dataset: Reaction yield outcomes from USPTO patents with 853,638 reactions. Task: Predict the reaction yield, written as a fraction of the theoretical maximum amount of product (1.0 means a 100% yield; for example, 0.34 means a 34% yield). (1) The reactants are [C:1]([O:5][C:6]([C@H:8]1[NH:13][C:12]([CH3:18])([C:14](OC)=[O:15])[CH2:11][C:10](=[O:19])[N:9]1[CH3:20])=[O:7])([CH3:4])([CH3:3])[CH3:2].[NH2:21][NH2:22]. The catalyst is CCO. The product is [C:1]([O:5][C:6]([C@H:8]1[NH:13][C:12]([CH3:18])([C:14]([NH:21][NH2:22])=[O:15])[CH2:11][C:10](=[O:19])[N:9]1[CH3:20])=[O:7])([CH3:4])([CH3:3])[CH3:2]. The yield is 1.00. (2) The reactants are [Br:1][C:2]1[CH:3]=[C:4]2[C:8](=[CH:9][CH:10]=1)[NH:7][C:6](=[O:11])[CH:5]2[CH3:12].[N+](C1C=C(B(O)O)C=CC=1)([O-])=O.C(=O)([O-])[O-].[K+].[K+].[Cl-].[NH4+]. The catalyst is C(COC)OC.O.C1C=CC([P]([Pd]([P](C2C=CC=CC=2)(C2C=CC=CC=2)C2C=CC=CC=2)([P](C2C=CC=CC=2)(C2C=CC=CC=2)C2C=CC=CC=2)[P](C2C=CC=CC=2)(C2C=CC=CC=2)C2C=CC=CC=2)(C2C=CC=CC=2)C2C=CC=CC=2)=CC=1. The product is [Br:1][C:2]1[CH:10]=[CH:9][C:8]2[C:4](=[C:5]([CH3:12])[C:6](=[O:11])[N:7]=2)[CH:3]=1. The yield is 0.470.